From a dataset of hERG Central: cardiac toxicity at 1µM, 10µM, and general inhibition. Predict hERG channel inhibition at various concentrations. (1) The compound is O=CNc1ccc(OP(=O)(Oc2ccccc2)Oc2ccccc2)cc1. Results: hERG_inhib (hERG inhibition (general)): blocker. (2) The compound is O=C(Cn1c(=O)cnc2ccccc21)Nc1cccc(S(=O)(=O)N2CCCCC2)c1. Results: hERG_inhib (hERG inhibition (general)): blocker. (3) The compound is Cc1ccc(N(CC(O)CN2CCCCC2)S(=O)(=O)c2ccccc2)cc1. Results: hERG_inhib (hERG inhibition (general)): blocker. (4) Results: hERG_inhib (hERG inhibition (general)): blocker. The compound is CCN(c1ccccc1)S(=O)(=O)c1cccc(C(=O)NCC(c2ccco2)N2CCCC2)c1.